This data is from Catalyst prediction with 721,799 reactions and 888 catalyst types from USPTO. The task is: Predict which catalyst facilitates the given reaction. Reactant: Cl[C:2]1[N:3]=[C:4]([N:16]2[CH2:21][CH2:20][N:19]([CH3:22])[CH2:18][CH2:17]2)[C:5]2[O:10][C:9]3[CH:11]=[CH:12][C:13]([Cl:15])=[CH:14][C:8]=3[C:6]=2[N:7]=1.[CH3:23][O:24][C:25]1[CH:32]=[CH:31][C:28]([CH2:29][NH2:30])=[CH:27][CH:26]=1. Product: [Cl:15][C:13]1[CH:12]=[CH:11][C:9]2[O:10][C:5]3[C:4]([N:16]4[CH2:21][CH2:20][N:19]([CH3:22])[CH2:18][CH2:17]4)=[N:3][C:2]([NH:30][CH2:29][C:28]4[CH:31]=[CH:32][C:25]([O:24][CH3:23])=[CH:26][CH:27]=4)=[N:7][C:6]=3[C:8]=2[CH:14]=1. The catalyst class is: 17.